This data is from Forward reaction prediction with 1.9M reactions from USPTO patents (1976-2016). The task is: Predict the product of the given reaction. (1) Given the reactants [F:1][C@H:2]1[C@H:7]([O:8][C:9]2[CH:10]=[CH:11][CH:12]=[C:13]3[C:18]=2[N:17]=[C:16]([C:19]2[N:23]4[CH:24]=[CH:25][C:26]([C:28]5[CH:29]=[N:30][CH:31]=[CH:32][CH:33]=5)=[CH:27][C:22]4=[N:21][CH:20]=2)[CH:15]=[CH:14]3)[CH2:6][CH2:5][N:4](C(OC(C)(C)C)=O)[CH2:3]1.C(O)(C(F)(F)F)=O, predict the reaction product. The product is: [F:1][C@H:2]1[C@H:7]([O:8][C:9]2[CH:10]=[CH:11][CH:12]=[C:13]3[C:18]=2[N:17]=[C:16]([C:19]2[N:23]4[CH:24]=[CH:25][C:26]([C:28]5[CH:29]=[N:30][CH:31]=[CH:32][CH:33]=5)=[CH:27][C:22]4=[N:21][CH:20]=2)[CH:15]=[CH:14]3)[CH2:6][CH2:5][NH:4][CH2:3]1. (2) Given the reactants [NH2:1][C:2]1[CH:7]=[CH:6][C:5]([C@H:8]2[O:13][CH2:12][CH2:11][N:10]([C:14]([O:16][C:17]([CH3:20])([CH3:19])[CH3:18])=[O:15])[CH2:9]2)=[C:4]([F:21])[CH:3]=1.Cl[C:23]1[N:28]=[CH:27][C:26]([CH:29]2[CH2:31][CH2:30]2)=[CH:25][N:24]=1.C(=O)([O-])[O-].[Cs+].[Cs+], predict the reaction product. The product is: [CH:29]1([C:26]2[CH:25]=[N:24][C:23]([NH:1][C:2]3[CH:7]=[CH:6][C:5]([C@H:8]4[O:13][CH2:12][CH2:11][N:10]([C:14]([O:16][C:17]([CH3:18])([CH3:20])[CH3:19])=[O:15])[CH2:9]4)=[C:4]([F:21])[CH:3]=3)=[N:28][CH:27]=2)[CH2:31][CH2:30]1. (3) The product is: [I:1][C:2]1[C:10]2[C:5](=[CH:6][C:7]([C@H:11]3[C@@:13]4([C:21]5[C:16](=[CH:17][CH:18]=[CH:19][CH:20]=5)[N:15]([CH2:43][CH2:44][O:45][CH3:46])[C:14]4=[O:22])[CH2:12]3)=[CH:8][CH:9]=2)[NH:4][N:3]=1. Given the reactants [I:1][C:2]1[C:10]2[C:5](=[CH:6][C:7]([C@H:11]3[C@@:13]4([C:21]5[C:16](=[CH:17][CH:18]=[CH:19][CH:20]=5)[NH:15][C:14]4=[O:22])[CH2:12]3)=[CH:8][CH:9]=2)[NH:4][N:3]=1.N1C2C(=CC=C([C@H]3[C@@]4(C5C(=CC=CC=5)N([CH2:43][CH2:44][O:45][CH3:46])C4=O)C3)C=2)C=N1, predict the reaction product. (4) Given the reactants [NH2:1][C:2]1[CH:7]=[C:6]([Cl:8])[CH:5]=[CH:4][N:3]=1.O.N1C2C(=CC=C3C=2N=CC=C3)C=CC=1.[C:24](#[N:31])[C:25]1[CH:30]=[CH:29][CH:28]=[CH:27][CH:26]=1, predict the reaction product. The product is: [Cl:8][C:6]1[CH:5]=[CH:4][N:3]2[N:31]=[C:24]([C:25]3[CH:30]=[CH:29][CH:28]=[CH:27][CH:26]=3)[N:1]=[C:2]2[CH:7]=1. (5) Given the reactants Br[C:2]1[CH:10]=[N:9][C:8]([Cl:11])=[C:7]2[C:3]=1[CH:4]=[CH:5][NH:6]2.[CH3:12][O-:13].[Na+].Cl.[CH3:16][OH:17], predict the reaction product. The product is: [CH3:12][O:13][C:2]1[CH:10]=[N:9][C:8]([Cl:11])=[C:7]2[C:3]=1[CH:4]=[CH:5][NH:6]2.[CH3:12][O:13][C:2]1[CH:10]=[N:9][C:8]([O:17][CH3:16])=[C:7]2[C:3]=1[CH:4]=[CH:5][NH:6]2. (6) Given the reactants [C:1]([C:3]1[N:4]=[C:5]([N:8]2[CH2:11][CH:10](OS(C)(=O)=O)[CH2:9]2)[O:6][CH:7]=1)#[N:2].[C:17]([O-:20])(=[S:19])[CH3:18].[K+], predict the reaction product. The product is: [C:17]([S:19][CH:10]1[CH2:9][N:8]([C:5]2[O:6][CH:7]=[C:3]([C:1]#[N:2])[N:4]=2)[CH2:11]1)(=[O:20])[CH3:18]. (7) Given the reactants [CH:1]1([C:4]2[N:8]([CH3:9])[N:7]=[C:6]([CH:10](OCC)[O:11]CC)[N:5]=2)[CH2:3][CH2:2]1.Cl.[OH-].[Na+], predict the reaction product. The product is: [CH:1]1([C:4]2[N:8]([CH3:9])[N:7]=[C:6]([CH:10]=[O:11])[N:5]=2)[CH2:3][CH2:2]1. (8) Given the reactants [CH:1]1([C:4]2[CH:9]=[CH:8][C:7](B3OC(C)(C)C(C)(C)O3)=[CH:6][N:5]=2)[CH2:3][CH2:2]1.Cl[C:20]1[N:25]=[CH:24][N:23]=[C:22]([C:26]([O:28]CC)=[O:27])[CH:21]=1.[O-]P([O-])([O-])=O.[K+].[K+].[K+].O1CCOCC1, predict the reaction product. The product is: [CH:1]1([C:4]2[N:5]=[CH:6][C:7]([C:20]3[N:25]=[CH:24][N:23]=[C:22]([C:26]([OH:28])=[O:27])[CH:21]=3)=[CH:8][CH:9]=2)[CH2:2][CH2:3]1. (9) Given the reactants [C:1]([O:5][C:6]([N:8]1[CH2:13][CH2:12][CH:11]([CH2:14][NH2:15])[CH2:10][CH2:9]1)=[O:7])([CH3:4])([CH3:3])[CH3:2].Br[C:17]1[CH:22]=[CH:21][CH:20]=[CH:19][CH:18]=1.CC(C)([O-])C.[K+].O1CCOCC1, predict the reaction product. The product is: [C:1]([O:5][C:6]([N:8]1[CH2:13][CH2:12][CH:11]([CH2:14][NH:15][C:17]2[CH:22]=[CH:21][CH:20]=[CH:19][CH:18]=2)[CH2:10][CH2:9]1)=[O:7])([CH3:4])([CH3:3])[CH3:2]. (10) Given the reactants [C:1]([O:5][C:6]([N:8]1[CH2:14][CH2:13][C@H:12]2[C@@H:10]([O:11]2)[CH2:9]1)=[O:7])([CH3:4])([CH3:3])[CH3:2].[N-:15]=[N+:16]=[N-:17].[Na+].[Cl-].[NH4+].CO.O, predict the reaction product. The product is: [C:1]([O:5][C:6]([N:8]1[CH2:14][CH2:13][C@@H:12]([N:15]=[N+:16]=[N-:17])[C@H:10]([OH:11])[CH2:9]1)=[O:7])([CH3:4])([CH3:3])[CH3:2].